This data is from Serine/threonine kinase 33 screen with 319,792 compounds. The task is: Binary Classification. Given a drug SMILES string, predict its activity (active/inactive) in a high-throughput screening assay against a specified biological target. (1) The molecule is O=C(NC1CCCC1)CN1CCN(C(=O)C1=O)CC. The result is 0 (inactive). (2) The molecule is O1CCN(CC1)CCNc1nc(/[nH]c2c1cccc2)=C1/C(=O)C=CC=C1. The result is 1 (active). (3) The drug is O=C1N(C(=O)C2C3CC(C12)CC3)c1c(cccc1)C(OCC(C)C)=O. The result is 0 (inactive).